Dataset: Reaction yield outcomes from USPTO patents with 853,638 reactions. Task: Predict the reaction yield, written as a fraction of the theoretical maximum amount of product (1.0 means a 100% yield; for example, 0.34 means a 34% yield). (1) The reactants are [CH3:1][C:2]1[NH:3][C:4]([C:12]2[CH:17]=[C:16]([N+:18]([O-])=O)[CH:15]=[CH:14][C:13]=2[O:21][C:22]2[CH:27]=[CH:26][CH:25]=[CH:24][CH:23]=2)=[C:5]2[C:10]=1[C:9](=[O:11])[CH2:8][CH2:7][CH2:6]2.[Cl-].[NH4+].O1CCCC1.C(O)C. The catalyst is [Fe].O. The product is [NH2:18][C:16]1[CH:15]=[CH:14][C:13]([O:21][C:22]2[CH:23]=[CH:24][CH:25]=[CH:26][CH:27]=2)=[C:12]([C:4]2[NH:3][C:2]([CH3:1])=[C:10]3[C:5]=2[CH2:6][CH2:7][CH2:8][C:9]3=[O:11])[CH:17]=1. The yield is 0.910. (2) The catalyst is O1CCCC1. The reactants are [Br:1][C:2]1[CH:3]=[C:4]2[C:9](=[CH:10][CH:11]=1)[CH:8]=[C:7](OS(C(F)(F)F)(=O)=O)[CH:6]=[CH:5]2.[Br-].[Li+].[CH:22]([Mg]Br)([CH3:24])[CH3:23]. The product is [Br:1][C:2]1[CH:11]=[CH:10][C:9]2[C:4](=[CH:5][CH:6]=[C:7]([CH:22]([CH3:24])[CH3:23])[CH:8]=2)[CH:3]=1. The yield is 0.330. (3) The reactants are [NH2:1][C:2]1[C:11]2[C:6](=[CH:7][CH:8]=[CH:9][CH:10]=2)[CH:5]=[CH:4][C:3]=1[C:12]([OH:21])([C:17]([F:20])([F:19])[F:18])[C:13]([F:16])([F:15])[F:14].[C:22](Cl)(=[O:27])[CH2:23][CH2:24][CH2:25][CH3:26]. No catalyst specified. The product is [F:20][C:17]([F:18])([F:19])[C:12]([C:3]1[CH:4]=[CH:5][C:6]2[C:11](=[CH:10][CH:9]=[CH:8][CH:7]=2)[C:2]=1[NH:1][C:22](=[O:27])[CH2:23][CH2:24][CH2:25][CH3:26])([OH:21])[C:13]([F:14])([F:15])[F:16]. The yield is 0.100. (4) The reactants are Cl[C:2]1[N:9]=[CH:8][CH:7]=[CH:6][C:3]=1[C:4]#[N:5].[F:10][C:11]1[CH:16]=[CH:15][CH:14]=[C:13]([O:17][CH3:18])[C:12]=1B(O)O. No catalyst specified. The product is [F:10][C:11]1[CH:16]=[CH:15][C:14]([C:2]2[N:9]=[CH:8][CH:7]=[CH:6][C:3]=2[C:4]#[N:5])=[C:13]([O:17][CH3:18])[CH:12]=1. The yield is 0.850. (5) The reactants are [CH:1]1([CH:7]([OH:16])[C:8]2[CH:15]=[CH:14][C:11]([C:12]#[N:13])=[CH:10][CH:9]=2)[CH2:6][CH2:5][CH2:4][CH2:3][CH2:2]1.C(N(CC)CC)C.[CH3:24][S:25](Cl)(=[O:27])=[O:26].C([O-])(O)=O.[Na+]. The catalyst is ClCCl.O. The product is [CH:1]1([CH:7]([O:16][S:25]([CH3:24])(=[O:27])=[O:26])[C:8]2[CH:9]=[CH:10][C:11]([C:12]#[N:13])=[CH:14][CH:15]=2)[CH2:2][CH2:3][CH2:4][CH2:5][CH2:6]1. The yield is 0.940. (6) The reactants are [N+:1]([C:4]1[CH:5]=[C:6]2[C:10](=[CH:11][CH:12]=1)[N:9]([CH2:13][CH2:14][N:15]1[CH2:20][CH2:19][CH2:18][CH2:17][CH2:16]1)[N:8]=[CH:7]2)([O-])=O.[Cl-].[NH4+]. The product is [N:15]1([CH2:14][CH2:13][N:9]2[C:10]3[C:6](=[CH:5][C:4]([NH2:1])=[CH:12][CH:11]=3)[CH:7]=[N:8]2)[CH2:20][CH2:19][CH2:18][CH2:17][CH2:16]1. The yield is 0.930. The catalyst is [Fe].C(O)C.O. (7) The reactants are [NH2:1][C:2]1[CH:3]=[CH:4][C:5]2[NH:6][C:7]3[C:12]([C:13]=2[CH:14]=1)=[CH:11][C:10]([O:15][CH2:16][C:17]1[CH:22]=[CH:21][CH:20]=[CH:19][CH:18]=1)=[CH:9][CH:8]=3.[CH2:23]=O.C[O-].[Na+].[BH4-].[Na+].[OH-].[Na+]. The catalyst is CO. The product is [CH2:16]([O:15][C:10]1[CH:11]=[C:12]2[C:7](=[CH:8][CH:9]=1)[NH:6][C:5]1[CH:4]=[CH:3][C:2]([NH:1][CH3:23])=[CH:14][C:13]2=1)[C:17]1[CH:18]=[CH:19][CH:20]=[CH:21][CH:22]=1. The yield is 1.00. (8) The reactants are [O:1]=[C:2]1[C:10]2([CH2:14][O:13][C:12]3[CH:15]=[C:16]4[C:20](=[CH:21][C:11]2=3)[CH2:19][CH2:18][O:17]4)[C:9]2[C:4](=[CH:5][CH:6]=[CH:7][CH:8]=2)[N:3]1[CH2:22][C:23]1[CH:24]=[C:25]([CH:30]=[CH:31][CH:32]=1)[C:26]([O:28]C)=[O:27].O.[OH-].[Li+]. The catalyst is O1CCCC1.O. The product is [O:1]=[C:2]1[C:10]2([CH2:14][O:13][C:12]3[CH:15]=[C:16]4[C:20](=[CH:21][C:11]2=3)[CH2:19][CH2:18][O:17]4)[C:9]2[C:4](=[CH:5][CH:6]=[CH:7][CH:8]=2)[N:3]1[CH2:22][C:23]1[CH:24]=[C:25]([CH:30]=[CH:31][CH:32]=1)[C:26]([OH:28])=[O:27]. The yield is 0.810.